This data is from NCI-60 drug combinations with 297,098 pairs across 59 cell lines. The task is: Regression. Given two drug SMILES strings and cell line genomic features, predict the synergy score measuring deviation from expected non-interaction effect. (1) Drug 1: C1=CN(C=N1)CC(O)(P(=O)(O)O)P(=O)(O)O. Drug 2: C1C(C(OC1N2C=NC3=C2NC=NCC3O)CO)O. Cell line: RPMI-8226. Synergy scores: CSS=-3.00, Synergy_ZIP=-0.453, Synergy_Bliss=-2.76, Synergy_Loewe=-8.97, Synergy_HSA=-6.69. (2) Drug 1: CN(C)N=NC1=C(NC=N1)C(=O)N. Drug 2: C1=C(C(=O)NC(=O)N1)N(CCCl)CCCl. Cell line: SF-268. Synergy scores: CSS=29.6, Synergy_ZIP=8.28, Synergy_Bliss=12.8, Synergy_Loewe=-3.83, Synergy_HSA=8.48. (3) Drug 1: CNC(=O)C1=CC=CC=C1SC2=CC3=C(C=C2)C(=NN3)C=CC4=CC=CC=N4. Drug 2: CC(C)NC(=O)C1=CC=C(C=C1)CNNC.Cl. Cell line: EKVX. Synergy scores: CSS=1.22, Synergy_ZIP=-1.42, Synergy_Bliss=1.38, Synergy_Loewe=-2.69, Synergy_HSA=0.483. (4) Drug 1: COC1=NC(=NC2=C1N=CN2C3C(C(C(O3)CO)O)O)N. Drug 2: CCC1(CC2CC(C3=C(CCN(C2)C1)C4=CC=CC=C4N3)(C5=C(C=C6C(=C5)C78CCN9C7C(C=CC9)(C(C(C8N6C)(C(=O)OC)O)OC(=O)C)CC)OC)C(=O)OC)O.OS(=O)(=O)O. Cell line: SK-OV-3. Synergy scores: CSS=12.4, Synergy_ZIP=-5.70, Synergy_Bliss=-2.13, Synergy_Loewe=-6.09, Synergy_HSA=-3.04. (5) Drug 1: C1=CC(=CC=C1CCC2=CNC3=C2C(=O)NC(=N3)N)C(=O)NC(CCC(=O)O)C(=O)O. Drug 2: CS(=O)(=O)CCNCC1=CC=C(O1)C2=CC3=C(C=C2)N=CN=C3NC4=CC(=C(C=C4)OCC5=CC(=CC=C5)F)Cl. Cell line: RXF 393. Synergy scores: CSS=11.1, Synergy_ZIP=-3.78, Synergy_Bliss=0.574, Synergy_Loewe=-6.42, Synergy_HSA=-2.37. (6) Drug 1: CN1CCC(CC1)COC2=C(C=C3C(=C2)N=CN=C3NC4=C(C=C(C=C4)Br)F)OC. Drug 2: C1C(C(OC1N2C=NC3=C(N=C(N=C32)Cl)N)CO)O. Cell line: UACC-257. Synergy scores: CSS=4.14, Synergy_ZIP=-0.242, Synergy_Bliss=2.56, Synergy_Loewe=-0.372, Synergy_HSA=-0.182. (7) Drug 1: CC=C1C(=O)NC(C(=O)OC2CC(=O)NC(C(=O)NC(CSSCCC=C2)C(=O)N1)C(C)C)C(C)C. Drug 2: CCC1=C2CN3C(=CC4=C(C3=O)COC(=O)C4(CC)O)C2=NC5=C1C=C(C=C5)O. Cell line: TK-10. Synergy scores: CSS=47.1, Synergy_ZIP=-3.71, Synergy_Bliss=-1.81, Synergy_Loewe=-9.89, Synergy_HSA=0.339. (8) Drug 1: CCC1=C2CN3C(=CC4=C(C3=O)COC(=O)C4(CC)O)C2=NC5=C1C=C(C=C5)O. Drug 2: C#CCC(CC1=CN=C2C(=N1)C(=NC(=N2)N)N)C3=CC=C(C=C3)C(=O)NC(CCC(=O)O)C(=O)O. Cell line: OVCAR-8. Synergy scores: CSS=57.2, Synergy_ZIP=-4.62, Synergy_Bliss=-3.83, Synergy_Loewe=-3.38, Synergy_HSA=-1.36. (9) Drug 1: CC1=C(C(CCC1)(C)C)C=CC(=CC=CC(=CC(=O)O)C)C. Drug 2: CC(C)(C#N)C1=CC(=CC(=C1)CN2C=NC=N2)C(C)(C)C#N. Cell line: TK-10. Synergy scores: CSS=1.42, Synergy_ZIP=1.28, Synergy_Bliss=4.70, Synergy_Loewe=-0.241, Synergy_HSA=0.102.